The task is: Regression/Classification. Given a drug SMILES string, predict its absorption, distribution, metabolism, or excretion properties. Task type varies by dataset: regression for continuous measurements (e.g., permeability, clearance, half-life) or binary classification for categorical outcomes (e.g., BBB penetration, CYP inhibition). Dataset: cyp2d6_veith.. This data is from CYP2D6 inhibition data for predicting drug metabolism from PubChem BioAssay. The molecule is COc1ccc(-n2c(C)n[nH]c2=O)cc1OC. The result is 0 (non-inhibitor).